Dataset: Forward reaction prediction with 1.9M reactions from USPTO patents (1976-2016). Task: Predict the product of the given reaction. Given the reactants Cl[C:2]1[N:7]=[C:6]([C:8]2[CH:9]=[C:10]3[C:15](=[CH:16][C:17]=2[C:18]#[N:19])[N:14]([C:20]2[C:24]4[CH2:25][N:26]([C:29]([NH:31][CH3:32])=[O:30])[CH2:27][CH2:28][C:23]=4[N:22]([CH:33]4[CH2:38][CH2:37][O:36][CH2:35][CH2:34]4)[N:21]=2)[CH2:13][CH2:12][CH2:11]3)[CH:5]=[CH:4][N:3]=1, predict the reaction product. The product is: [C:18]([C:17]1[CH:16]=[C:15]2[C:10]([CH2:11][CH2:12][CH2:13][N:14]2[C:20]2[C:24]3[CH2:25][N:26]([C:29]([NH:31][CH3:32])=[O:30])[CH2:27][CH2:28][C:23]=3[N:22]([CH:33]3[CH2:34][CH2:35][O:36][CH2:37][CH2:38]3)[N:21]=2)=[CH:9][C:8]=1[C:6]1[CH:5]=[CH:4][N:3]=[CH:2][N:7]=1)#[N:19].